The task is: Predict the product of the given reaction.. This data is from Forward reaction prediction with 1.9M reactions from USPTO patents (1976-2016). (1) Given the reactants [NH2:1][C:2](=O)[CH:3]([NH:13][C:14](=O)[CH2:15][C:16]([O:19][Si:20]([C:23]([CH3:26])([CH3:25])[CH3:24])([CH3:22])[CH3:21])([CH3:18])[CH3:17])[C:4]1[CH:9]=[C:8]([Cl:10])[CH:7]=[CH:6][C:5]=1[O:11][CH3:12].COC1C=CC(P2(SP(C3C=CC(OC)=CC=3)(=S)S2)=[S:38])=CC=1.N1C=CC=CC=1, predict the reaction product. The product is: [Si:20]([O:19][C:16]([CH3:18])([CH3:17])[CH2:15][C:14]1[S:38][C:2]([NH2:1])=[C:3]([C:4]2[CH:9]=[C:8]([Cl:10])[CH:7]=[CH:6][C:5]=2[O:11][CH3:12])[N:13]=1)([C:23]([CH3:26])([CH3:25])[CH3:24])([CH3:22])[CH3:21]. (2) The product is: [F:1][C:2]([F:7])([F:6])[C:3]([OH:5])=[O:4].[F:8][C:9]([F:14])([F:13])[C:10]([OH:12])=[O:11].[Cl:22][C:23]1[CH:24]=[N:25][C:26]2[NH:27][C:28]3[CH:29]=[N:30][CH:31]=[C:32]([CH:53]=3)[CH2:33][CH2:34][C:35]3[CH:43]=[C:39]([NH:40][C:41]=1[N:42]=2)[CH:38]=[CH:37][C:36]=3[O:44][CH2:45][CH2:46][CH:47]1[CH2:48][CH2:49][N:50]([C:55]([NH:54][C:57]2[CH:61]=[CH:60][S:59][CH:58]=2)=[O:56])[CH2:51][CH2:52]1. Given the reactants [F:1][C:2]([F:7])([F:6])[C:3]([OH:5])=[O:4].[F:8][C:9]([F:14])([F:13])[C:10]([OH:12])=[O:11].FC(F)(F)C(O)=O.[Cl:22][C:23]1[CH:24]=[N:25][C:26]2[NH:27][C:28]3[CH:29]=[N:30][CH:31]=[C:32]([CH:53]=3)[CH2:33][CH2:34][C:35]3[CH:43]=[C:39]([NH:40][C:41]=1[N:42]=2)[CH:38]=[CH:37][C:36]=3[O:44][CH2:45][CH2:46][CH:47]1[CH2:52][CH2:51][NH:50][CH2:49][CH2:48]1.[N:54]([C:57]1[CH:61]=[CH:60][S:59][CH:58]=1)=[C:55]=[O:56], predict the reaction product. (3) Given the reactants Cl.[NH2:2][CH2:3][C:4]1[CH:13]=[CH:12][C:7]([C:8]([O:10][CH3:11])=[O:9])=[CH:6][CH:5]=1.[NH:14]1[CH:18]=[CH:17][N:16]=[C:15]1[CH:19]=O.[BH4-].[Na+].[CH3:23][N:24]1[CH:28]=[CH:27][N:26]=[C:25]1[CH:29]=O.C(O[BH-](OC(=O)C)OC(=O)C)(=O)C.[Na+], predict the reaction product. The product is: [CH3:11][O:10][C:8](=[O:9])[C:7]1[CH:6]=[CH:5][C:4]([CH2:3][N:2]([CH2:19][C:15]2[NH:14][CH:18]=[CH:17][N:16]=2)[CH2:29][C:25]2[N:24]([CH3:23])[CH:28]=[CH:27][N:26]=2)=[CH:13][CH:12]=1. (4) Given the reactants [Cl:1][C:2]1[CH:10]=[C:9]2[C:5](/[C:6](=[CH:20]/[C:21]3[CH:26]=[CH:25][CH:24]=[C:23]([Cl:27])[CH:22]=3)/[C:7](=[O:19])[N:8]2[CH2:11][O:12][CH2:13][CH2:14][Si](C)(C)C)=[CH:4][CH:3]=1.[CH2:28]([O:31][C:32]1[CH:37]=[CH:36][C:35]([I:38])=[CH:34][C:33]=1[CH:39]=[N:40][C:41]([O:43][Si:44]([CH3:47])([CH3:46])[CH3:45])=[CH2:42])[CH:29]=[CH2:30], predict the reaction product. The product is: [CH2:28]([O:31][C:32]1[CH:37]=[CH:36][C:35]([I:38])=[CH:34][C:33]=1[CH:39]1[C:6]2([C:5]3[C:9](=[CH:10][C:2]([Cl:1])=[CH:3][CH:4]=3)[NH:8][C:7]2=[O:19])[CH:20]([C:21]2[CH:26]=[CH:25][CH:24]=[C:23]([Cl:27])[CH:22]=2)[CH2:42][C:41](=[O:43])[NH:40]1)[CH:29]=[CH2:30].[CH3:11][O:12][CH:13]([Si:44]([CH3:45])([CH3:46])[CH3:47])[CH3:14]. (5) Given the reactants [C:1]1([CH2:7][C@@H:8]([NH:21][C:22]2[S:23][C:24]([C:27]3[CH:32]=[CH:31][C:30]4[CH:33]=[N:34][CH:35]=[C:36]([CH:37]=[CH2:38])[C:29]=4[N:28]=3)=[N:25][N:26]=2)[CH2:9][N:10]2C(=O)C3C=CC=CC=3C2=O)[CH:6]=[CH:5][CH:4]=[CH:3][CH:2]=1.CNN, predict the reaction product. The product is: [NH2:10][CH2:9][C@H:8]([NH:21][C:22]1[S:23][C:24]([C:27]2[CH:32]=[CH:31][C:30]3[CH:33]=[N:34][CH:35]=[C:36]([CH:37]=[CH2:38])[C:29]=3[N:28]=2)=[N:25][N:26]=1)[CH2:7][C:1]1[CH:6]=[CH:5][CH:4]=[CH:3][CH:2]=1. (6) Given the reactants [F:1][C:2]1[CH:7]=[CH:6][C:5]([C:8]2[CH:13]=[CH:12][N:11]=[C:10]([NH:14][C:15]3[CH:20]=[CH:19][CH:18]=[C:17]([N+:21]([O-])=O)[CH:16]=3)[CH:9]=2)=[C:4]([O:24][CH3:25])[CH:3]=1, predict the reaction product. The product is: [F:1][C:2]1[CH:7]=[CH:6][C:5]([C:8]2[CH:13]=[CH:12][N:11]=[C:10]([NH:14][C:15]3[CH:20]=[CH:19][CH:18]=[C:17]([NH2:21])[CH:16]=3)[CH:9]=2)=[C:4]([O:24][CH3:25])[CH:3]=1.